This data is from Reaction yield outcomes from USPTO patents with 853,638 reactions. The task is: Predict the reaction yield, written as a fraction of the theoretical maximum amount of product (1.0 means a 100% yield; for example, 0.34 means a 34% yield). (1) The reactants are Cl.[Cl:2][C:3]1[N:4]=[C:5]([C:10]([NH:12][C@H:13]2[CH2:18][CH2:17][NH:16][CH2:15][C@H:14]2[O:19][CH2:20][CH3:21])=[O:11])[NH:6][C:7]=1[CH2:8][CH3:9].[C:22](O)(=[O:26])[C:23]([NH2:25])=[O:24].CCN=C=NCCCN(C)C.Cl.C(N(CC)CC)C.C1C=CC2N(O)N=NC=2C=1. The catalyst is CN(C=O)C.C(OCC)(=O)C. The product is [NH2:25][C:23](=[O:24])[C:22]([N:16]1[CH2:17][CH2:18][C@H:13]([NH:12][C:10]([C:5]2[NH:6][C:7]([CH2:8][CH3:9])=[C:3]([Cl:2])[N:4]=2)=[O:11])[C@H:14]([O:19][CH2:20][CH3:21])[CH2:15]1)=[O:26]. The yield is 0.590. (2) The reactants are [CH3:1][NH:2][CH3:3].[CH2:4]=[O:5].S1C2[CH:12]=[C:11]([C:14]([O:16][CH3:17])=O)[NH:10][C:9]=2[CH:8]=[CH:7]1.[OH-:18].[Na+].[C:20](O)(=O)C. No catalyst specified. The product is [CH3:1][N:2]([CH2:20][C:7]1[O:5][C:4]2[CH:12]=[C:11]([C:14]([O:16][CH3:17])=[O:18])[NH:10][C:9]=2[CH:8]=1)[CH3:3]. The yield is 0.360.